From a dataset of Catalyst prediction with 721,799 reactions and 888 catalyst types from USPTO. Predict which catalyst facilitates the given reaction. (1) Reactant: [NH2:1][C@H:2]([C:4]1[N:9]([C:10]2[CH:15]=[CH:14][CH:13]=[CH:12][CH:11]=2)[C:8](=[O:16])[C:7]2=[C:17]([CH3:20])[CH:18]=[CH:19][N:6]2[N:5]=1)[CH3:3].[NH2:21][C:22]1[C:27]([C:28]([O:30][CH2:31][C:32]2[CH:37]=[CH:36][C:35]([O:38][CH3:39])=[CH:34][CH:33]=2)=[O:29])=[C:26](Cl)[N:25]=[CH:24][N:23]=1.CCN(C(C)C)C(C)C.[F-].[Cs+]. Product: [NH2:21][C:22]1[C:27]([C:28]([O:30][CH2:31][C:32]2[CH:37]=[CH:36][C:35]([O:38][CH3:39])=[CH:34][CH:33]=2)=[O:29])=[C:26]([NH:1][C@H:2]([C:4]2[N:9]([C:10]3[CH:15]=[CH:14][CH:13]=[CH:12][CH:11]=3)[C:8](=[O:16])[C:7]3=[C:17]([CH3:20])[CH:18]=[CH:19][N:6]3[N:5]=2)[CH3:3])[N:25]=[CH:24][N:23]=1. The catalyst class is: 107. (2) Reactant: [F:1][C:2]1[CH:12]=[CH:11][C:5]2[N:6]=[C:7]([CH3:10])[CH2:8][O:9][C:4]=2[C:3]=1[F:13]. Product: [F:1][C:2]1[CH:12]=[CH:11][C:5]2[NH:6][C@@H:7]([CH3:10])[CH2:8][O:9][C:4]=2[C:3]=1[F:13]. The catalyst class is: 11. (3) Product: [C:15]([C:11]12[CH2:10][CH2:9][CH2:8][CH2:7][CH:6]1[C:5]1[C:13](=[CH:1][CH:2]=[CH:3][CH:4]=1)[C:12]2=[O:14])(=[O:26])[CH3:25]. The catalyst class is: 152. Reactant: [CH2:1]1[CH:13]2[CH:5]([C:6]3[C:11]([C:12]2=[O:14])=[CH:10][CH:9]=[CH:8][CH:7]=3)[CH2:4][CH2:3][CH2:2]1.[C:15]1([CH3:25])C=CC(S(O)(=O)=O)=CC=1.[OH2:26]. (4) Reactant: [C:1]([OH:4])(=[O:3])[CH3:2].[Cl:5][C:6]1[CH:11]=[C:10]([Cl:12])[C:9]([F:13])=[CH:8][C:7]=1[C:14]1[O:15][C:16]2[C:21]([C:22](=[O:24])[CH:23]=1)=[C:20]([OH:25])[CH:19]=[C:18]([OH:26])[C:17]=2[C@@H:27]1[CH2:31][CH2:30][N:29]([CH3:32])[C@H:28]1[CH2:33][OH:34]. Product: [C:1]([OH:4])(=[O:3])[CH3:2].[Cl:5][C:6]1[CH:11]=[C:10]([Cl:12])[C:9]([F:13])=[CH:8][C:7]=1[C:14]1[O:15][C:16]2[C:21]([C:22](=[O:24])[CH:23]=1)=[C:20]([OH:25])[CH:19]=[C:18]([OH:26])[C:17]=2[C@@H:27]1[CH2:31][CH2:30][N:29]([CH3:32])[C@H:28]1[CH2:33][OH:34]. The catalyst class is: 5.